This data is from Forward reaction prediction with 1.9M reactions from USPTO patents (1976-2016). The task is: Predict the product of the given reaction. (1) Given the reactants [C:1]([O:5][C:6](=[O:18])[NH:7][CH2:8][C:9]1([C:15](=O)[NH2:16])[CH2:11][CH:10]1[CH:12]([CH3:14])[CH3:13])([CH3:4])([CH3:3])[CH3:2].N1C(Cl)=NC(Cl)=NC=1Cl.[OH-].[Na+], predict the reaction product. The product is: [C:1]([O:5][C:6](=[O:18])[NH:7][CH2:8][C:9]1([C:15]#[N:16])[CH2:11][CH:10]1[CH:12]([CH3:13])[CH3:14])([CH3:2])([CH3:4])[CH3:3]. (2) Given the reactants [NH2:1][C:2]1[C:7]2[C:8](=[O:24])[N:9]([C:14]3[CH:19]=[CH:18][C:17]([C:20]([OH:23])([CH3:22])[CH3:21])=[CH:16][CH:15]=3)[CH2:10][C@@H:11]([CH3:13])[O:12][C:6]=2[N:5]=[CH:4][N:3]=1.Cl.C(=O)(O)[O-].[Na+].[CH2:31](O)[CH3:32], predict the reaction product. The product is: [NH2:1][C:2]1[C:7]2[C:8](=[O:24])[N:9]([C:14]3[CH:15]=[CH:16][C:17]([C:20]([O:23][CH2:31][CH3:32])([CH3:21])[CH3:22])=[CH:18][CH:19]=3)[CH2:10][C@@H:11]([CH3:13])[O:12][C:6]=2[N:5]=[CH:4][N:3]=1. (3) The product is: [C:1]([CH2:3][C@@H:4]1[C:9]2[N:10]=[C:11]([C:21]3[CH:26]=[CH:25][C:24]([NH:27][C:28]([NH:30][CH2:31][CH3:32])=[O:29])=[CH:23][CH:22]=3)[N:12]=[C:13]([N:14]3[CH2:19][CH2:18][O:17][CH2:16][C@@H:15]3[CH3:20])[C:8]=2[CH2:7][CH2:6][NH:5]1)#[N:2]. Given the reactants [C:1]([CH2:3][C@H:4]1[C:9]2[N:10]=[C:11]([C:21]3[CH:26]=[CH:25][C:24]([NH:27][C:28]([NH:30][CH2:31][CH3:32])=[O:29])=[CH:23][CH:22]=3)[N:12]=[C:13]([N:14]3[CH2:19][CH2:18][O:17][CH2:16][C@@H:15]3[CH3:20])[C:8]=2[CH2:7][CH2:6][NH:5]1)#[N:2].C(CC1C2N=C(C3C=CC(NC(NCC)=O)=CC=3)N=C(N3CCOC[C@@H]3C)C=2CCN1C(OC(C)(C)C)=O)#N.Cl, predict the reaction product. (4) The product is: [Br:1][C:2]1[C:3]([NH:16][CH:13]2[CH2:14][CH2:15][O:10][CH2:11][CH2:12]2)=[N:4][C:5]([Cl:8])=[N:6][CH:7]=1. Given the reactants [Br:1][C:2]1[C:3](Cl)=[N:4][C:5]([Cl:8])=[N:6][CH:7]=1.[O:10]1[CH2:15][CH2:14][CH:13]([NH2:16])[CH2:12][CH2:11]1.C(N(C(C)C)C(C)C)C.C(OCC)(=O)C, predict the reaction product.